Predict the reaction yield, written as a fraction of the theoretical maximum amount of product (1.0 means a 100% yield; for example, 0.34 means a 34% yield). From a dataset of Reaction yield outcomes from USPTO patents with 853,638 reactions. (1) The reactants are [C:1]([O:5][C:6](=[O:21])[CH2:7][C@@H:8]([CH2:12][CH2:13][CH2:14][C:15]1[CH:20]=[CH:19][CH:18]=[CH:17][CH:16]=1)[C:9]([OH:11])=[O:10])([CH3:4])([CH3:3])[CH3:2]. The catalyst is CO.[Rh]. The product is [C:1]([O:5][C:6](=[O:21])[CH2:7][C@@H:8]([CH2:12][CH2:13][CH2:14][CH:15]1[CH2:16][CH2:17][CH2:18][CH2:19][CH2:20]1)[C:9]([OH:11])=[O:10])([CH3:4])([CH3:2])[CH3:3]. The yield is 0.890. (2) The reactants are [CH3:1][C@:2]12[C@@:19]3([CH3:20])[C@@H:10]([C@:11]4([CH3:32])[C@@H:16]([CH2:17][CH2:18]3)[C:15]([CH3:22])([CH3:21])[C:14]([C:23]3[CH:31]=[CH:30][C:26]([C:27]([OH:29])=[O:28])=[CH:25][CH:24]=3)=[CH:13][CH2:12]4)[CH2:9][CH2:8][C@@H:7]1[C@H:6]1[C@H:33]([C:36]([CH3:38])=[CH2:37])[CH2:34][CH2:35][C@:5]1([NH:39][CH2:40][CH2:41][NH:42][C:43]1[N:44]=NC(C)=CC=1)[CH2:4][CH2:3]2.ClC1N=[C:55]([S:57][CH3:58])[CH:54]=[CH:53][N:52]=1.C(O)(C(F)(F)F)=O. No catalyst specified. The product is [CH3:1][C@:2]12[C@@:19]3([CH3:20])[C@@H:10]([C@:11]4([CH3:32])[C@@H:16]([CH2:17][CH2:18]3)[C:15]([CH3:22])([CH3:21])[C:14]([C:23]3[CH:31]=[CH:30][C:26]([C:27]([OH:29])=[O:28])=[CH:25][CH:24]=3)=[CH:13][CH2:12]4)[CH2:9][CH2:8][C@@H:7]1[C@H:6]1[C@H:33]([C:36]([CH3:38])=[CH2:37])[CH2:34][CH2:35][C@:5]1([NH:39][CH2:40][CH2:41][NH:42][C:43]1[N:44]=[C:55]([S:57][CH3:58])[CH:54]=[CH:53][N:52]=1)[CH2:4][CH2:3]2. The yield is 0.140. (3) The reactants are CN(C)C=[CH:4][C:5]1[CH:10]=[CH:9][N:8]=[C:7]([CH3:11])[CH:6]=1.I([O-])(=O)(=O)=[O:14].[Na+]. The catalyst is CO. The product is [CH3:11][C:7]1[CH:6]=[C:5]([CH:10]=[CH:9][N:8]=1)[CH:4]=[O:14]. The yield is 0.780. (4) The reactants are [C@]12(C)C(C)(C)C(CC1)CC2C([O:12][CH:13]([C:18]1[CH:23]=[CH:22][C:21]([I:24])=[CH:20][C:19]=1[N+:25]([O-:27])=[O:26])[C:14]([CH3:17])([CH3:16])[CH3:15])=O.C([O-])([O-])=O.[K+].[K+].O.Cl. The catalyst is CO. The product is [I:24][C:21]1[CH:22]=[CH:23][C:18]([CH:13]([OH:12])[C:14]([CH3:15])([CH3:16])[CH3:17])=[C:19]([N+:25]([O-:27])=[O:26])[CH:20]=1. The yield is 0.980. (5) The reactants are [F:1][C:2]1[CH:3]=[CH:4][C:5]([CH3:33])=[C:6]([CH:32]=1)[O:7][CH2:8][C:9]1[C:10]([C:23]2[CH:28]=[CH:27][C:26]([OH:29])=[CH:25][C:24]=2[O:30][CH3:31])=[CH:11][CH:12]=[C:13]2[C:18]=1[N:17]([CH3:19])[C:16](=[O:20])[C:15]([CH3:22])([CH3:21])[NH:14]2.C(N(CC)CC)C.[Cl:41][C:42]1[CH:43]=[C:44]([N:48]=[C:49]=[O:50])[CH:45]=[CH:46][CH:47]=1. The catalyst is ClCCl. The product is [Cl:41][C:42]1[CH:43]=[C:44]([NH:48][C:49]([O:29][C:26]2[CH:27]=[CH:28][C:23]([C:10]3[C:9]([CH2:8][O:7][C:6]4[CH:32]=[C:2]([F:1])[CH:3]=[CH:4][C:5]=4[CH3:33])=[C:18]4[C:13]([NH:14][C:15]([CH3:22])([CH3:21])[C:16](=[O:20])[N:17]4[CH3:19])=[CH:12][CH:11]=3)=[C:24]([O:30][CH3:31])[CH:25]=2)=[O:50])[CH:45]=[CH:46][CH:47]=1. The yield is 0.820.